From a dataset of Kir2.1 potassium channel HTS with 301,493 compounds. Binary Classification. Given a drug SMILES string, predict its activity (active/inactive) in a high-throughput screening assay against a specified biological target. (1) The drug is S(c1nc(c(C(=O)Nc2ccc(cc2)C(=O)C)cn1)c1ccccc1)C. The result is 0 (inactive). (2) The compound is FC(F)(F)c1cc(C(O)(c2cc(ccc2)C(F)(F)F)C(=O)NNc2ccc(cc2)C)ccc1. The result is 0 (inactive). (3) The drug is Fc1cc(c2[nH]ncc2CN(Cc2n(CC)ccn2)C)ccc1OC. The result is 0 (inactive). (4) The compound is S1c2c(N(CC)C(=O)C1)cc(cc2)C(OC)=O. The result is 0 (inactive). (5) The compound is Clc1c(c2noc(c2C(=O)c2ccccc2)C)cccc1. The result is 1 (active). (6) The compound is Brc1cc(c(OCC)cc1)C(=O)N\N=C\c1ncccc1. The result is 0 (inactive). (7) The compound is O=C(Nc1c(OC)cccc1)C1CCCN(C1)C(=O)Nc1ccc(OC)cc1. The result is 0 (inactive).